From a dataset of Forward reaction prediction with 1.9M reactions from USPTO patents (1976-2016). Predict the product of the given reaction. (1) Given the reactants [C:1]([C:3]1[CH:12]=[C:11]2[C:6]([CH2:7][CH2:8][CH:9]([NH:22][C:23](=[O:29])[O:24][C:25]([CH3:28])([CH3:27])[CH3:26])[CH:10]2[CH2:13][C:14]2[CH:19]=[CH:18][C:17]([Cl:20])=[C:16]([Cl:21])[CH:15]=2)=[CH:5][CH:4]=1)#[N:2], predict the reaction product. The product is: [NH2:2][CH2:1][C:3]1[CH:12]=[C:11]2[C:6]([CH2:7][CH2:8][CH:9]([NH:22][C:23](=[O:29])[O:24][C:25]([CH3:27])([CH3:26])[CH3:28])[CH:10]2[CH2:13][C:14]2[CH:19]=[CH:18][C:17]([Cl:20])=[C:16]([Cl:21])[CH:15]=2)=[CH:5][CH:4]=1. (2) The product is: [F:46][C:45]([F:48])([F:47])[S:42]([O:27][C:5]1[CH:6]=[CH:7][C:8]([C:9]2[N:10]=[N:11][C:12]([N:15]([CH3:26])[CH:16]3[CH2:21][C:20]([CH3:23])([CH3:22])[NH:19][C:18]([CH3:25])([CH3:24])[CH2:17]3)=[CH:13][CH:14]=2)=[C:3]([O:2][CH3:1])[CH:4]=1)(=[O:44])=[O:43]. Given the reactants [CH3:1][O:2][C:3]1[CH:4]=[C:5]([OH:27])[CH:6]=[CH:7][C:8]=1[C:9]1[N:10]=[N:11][C:12]([N:15]([CH3:26])[CH:16]2[CH2:21][C:20]([CH3:23])([CH3:22])[NH:19][C:18]([CH3:25])([CH3:24])[CH2:17]2)=[CH:13][CH:14]=1.C(N(CC)CC)C.C1C=CC(N([S:42]([C:45]([F:48])([F:47])[F:46])(=[O:44])=[O:43])[S:42]([C:45]([F:48])([F:47])[F:46])(=[O:44])=[O:43])=CC=1.Cl, predict the reaction product. (3) Given the reactants [CH2:1]([C@H:8]1[NH:19][C:18](=[O:20])[CH2:17][CH2:16][CH:15]=[CH:14][CH2:13][C@@H:12]([CH2:21][C:22]([O:24]C(C)(C)C)=O)[C:11](=[O:29])[O:10][CH2:9]1)[C:2]1[CH:7]=[CH:6][CH:5]=[CH:4][CH:3]=1.FC(F)(F)C(O)=O.C([C@H]1NC(=O)CCC=CC[C@@H](CC(O)=O)C(=O)OC1)C1C=CC=CC=1.[Cl:62][C:63]1[CH:68]=[CH:67][C:66]([CH2:69][NH2:70])=[CH:65][CH:64]=1, predict the reaction product. The product is: [CH2:1]([C@H:8]1[NH:19][C:18](=[O:20])[CH2:17][CH2:16][CH:15]=[CH:14][CH2:13][C@@H:12]([CH2:21][C:22]([NH:70][CH2:69][C:66]2[CH:67]=[CH:68][C:63]([Cl:62])=[CH:64][CH:65]=2)=[O:24])[C:11](=[O:29])[O:10][CH2:9]1)[C:2]1[CH:3]=[CH:4][CH:5]=[CH:6][CH:7]=1.